This data is from Catalyst prediction with 721,799 reactions and 888 catalyst types from USPTO. The task is: Predict which catalyst facilitates the given reaction. (1) Reactant: [Br:1][C:2]1[C:3]([O:13][CH2:14][O:15][CH3:16])=[CH:4][C:5]([OH:12])=[C:6]([CH:11]=1)[C:7]([O:9][CH3:10])=[O:8].C(=O)([O-])[O-].[K+].[K+].Br[CH2:24][CH:25]1[CH2:27][CH2:26]1.O. Product: [Br:1][C:2]1[C:3]([O:13][CH2:14][O:15][CH3:16])=[CH:4][C:5]([O:12][CH2:24][CH:25]2[CH2:27][CH2:26]2)=[C:6]([CH:11]=1)[C:7]([O:9][CH3:10])=[O:8]. The catalyst class is: 9. (2) Reactant: [Cl:1][C:2]1[CH:10]=[CH:9][CH:8]=[C:7]2[C:3]=1[C:4]([C:27](OC)=[O:28])=[N:5][N:6]2[C:11]1[CH:16]=[CH:15][CH:14]=[C:13]([C:17]#[C:18][C@:19]2([OH:26])[CH2:23][CH2:22][N:21]([CH3:24])[C:20]2=[O:25])[CH:12]=1.[NH3:31]. Product: [Cl:1][C:2]1[CH:10]=[CH:9][CH:8]=[C:7]2[C:3]=1[C:4]([C:27]([NH2:31])=[O:28])=[N:5][N:6]2[C:11]1[CH:16]=[CH:15][CH:14]=[C:13]([C:17]#[C:18][C@:19]2([OH:26])[CH2:23][CH2:22][N:21]([CH3:24])[C:20]2=[O:25])[CH:12]=1. The catalyst class is: 5.